From a dataset of Full USPTO retrosynthesis dataset with 1.9M reactions from patents (1976-2016). Predict the reactants needed to synthesize the given product. (1) Given the product [C:11]([C:7]1[CH:6]=[C:5]([CH2:4][O:3][S:21]([CH3:24])(=[O:23])=[O:22])[CH:10]=[CH:9][N:8]=1)(=[O:13])[CH3:12], predict the reactants needed to synthesize it. The reactants are: N#N.[OH:3][CH2:4][C:5]1[CH:10]=[CH:9][N:8]=[C:7]([C:11](=[O:13])[CH3:12])[CH:6]=1.CCN(CC)CC.[S:21](Cl)([CH3:24])(=[O:23])=[O:22]. (2) Given the product [Br:1][C:2]1[S:3][C:4]([C:7]2[N:9]=[N:10][NH:11][N:8]=2)=[CH:5][N:6]=1, predict the reactants needed to synthesize it. The reactants are: [Br:1][C:2]1[S:3][C:4]([C:7]#[N:8])=[CH:5][N:6]=1.[N-:9]=[N+:10]=[N-:11].[Na+]. (3) Given the product [CH3:5][C:4]1[CH:7]([CH2:12][CH2:13][CH3:14])[CH2:8][C:9](=[O:10])[NH:1][N:2]=1, predict the reactants needed to synthesize it. The reactants are: [NH2:1][NH2:2].O.[C:4]([CH:7]([CH2:12][CH2:13][CH3:14])[CH2:8][C:9](O)=[O:10])(=O)[CH3:5]. (4) Given the product [N+:1]([C:4]1[CH:14]=[CH:13][C:7]([C:8]([NH:16][NH2:17])=[O:9])=[CH:6][CH:5]=1)([O-:3])=[O:2], predict the reactants needed to synthesize it. The reactants are: [N+:1]([C:4]1[CH:14]=[CH:13][C:7]([C:8](OCC)=[O:9])=[CH:6][CH:5]=1)([O-:3])=[O:2].O.[NH2:16][NH2:17]. (5) Given the product [ClH:34].[CH2:1]([C:5]1[N:6]=[C:7]([C:10]2[CH:15]=[CH:14][CH:13]=[CH:12][C:11]=2[NH:16][C:17](=[O:18])[O:19][CH2:20][CH:21]2[CH2:22][CH2:23][NH:24][CH2:25][CH2:26]2)[S:8][CH:9]=1)[CH2:2][CH2:3][CH3:4], predict the reactants needed to synthesize it. The reactants are: [CH2:1]([C:5]1[N:6]=[C:7]([C:10]2[CH:15]=[CH:14][CH:13]=[CH:12][C:11]=2[NH:16][C:17]([O:19][CH2:20][CH:21]2[CH2:26][CH2:25][N:24](C(OC(C)(C)C)=O)[CH2:23][CH2:22]2)=[O:18])[S:8][CH:9]=1)[CH2:2][CH2:3][CH3:4].[ClH:34].